Dataset: Full USPTO retrosynthesis dataset with 1.9M reactions from patents (1976-2016). Task: Predict the reactants needed to synthesize the given product. Given the product [C:7]1([C:6]2[CH:2]([C:31]3[CH:36]=[CH:35][C:34]([CH:37]=[CH2:38])=[CH:33][CH:32]=3)[C:3]([C:25]3[CH:26]=[CH:27][CH:28]=[CH:29][CH:30]=3)=[C:4]([C:19]3[CH:20]=[CH:21][CH:22]=[CH:23][CH:24]=3)[C:5]=2[C:13]2[CH:14]=[CH:15][CH:16]=[CH:17][CH:18]=2)[CH:12]=[CH:11][CH:10]=[CH:9][CH:8]=1, predict the reactants needed to synthesize it. The reactants are: Br[C:2]1([C:31]2[CH:36]=[CH:35][C:34]([CH:37]=[CH2:38])=[CH:33][CH:32]=2)[C:6]([C:7]2[CH:12]=[CH:11][CH:10]=[CH:9][CH:8]=2)=[C:5]([C:13]2[CH:18]=[CH:17][CH:16]=[CH:15][CH:14]=2)[C:4]([C:19]2[CH:24]=[CH:23][CH:22]=[CH:21][CH:20]=2)=[C:3]1[C:25]1[CH:30]=[CH:29][CH:28]=[CH:27][CH:26]=1.[Li+].[AlH4-].Cl.